From a dataset of Forward reaction prediction with 1.9M reactions from USPTO patents (1976-2016). Predict the product of the given reaction. (1) Given the reactants [NH2:1][C:2]1[C:11]2[CH:10]=[N:9][C:8](SC)=[N:7][C:6]=2[N:5]([CH3:14])[C:4](=[O:15])[CH:3]=1.ClC1C=C(C=CC=1)C(OO)=O.Cl.[F:28][C:29]1([F:36])[CH2:34][CH2:33][CH:32]([NH2:35])[CH2:31][CH2:30]1, predict the reaction product. The product is: [NH2:1][C:2]1[C:11]2[CH:10]=[N:9][C:8]([NH:35][CH:32]3[CH2:33][CH2:34][C:29]([F:36])([F:28])[CH2:30][CH2:31]3)=[N:7][C:6]=2[N:5]([CH3:14])[C:4](=[O:15])[CH:3]=1. (2) Given the reactants [CH3:1][S:2](Cl)(=[O:4])=[O:3].[Br:6][C:7]1[CH:8]=[C:9]([CH:13]2[CH2:18][CH:17]([OH:19])[CH2:16][CH2:15][O:14]2)[CH:10]=[N:11][CH:12]=1, predict the reaction product. The product is: [CH3:1][S:2]([O:19][CH:17]1[CH2:16][CH2:15][O:14][CH:13]([C:9]2[CH:10]=[N:11][CH:12]=[C:7]([Br:6])[CH:8]=2)[CH2:18]1)(=[O:4])=[O:3]. (3) Given the reactants [C:1]([O:5][C:6]([N:8]1[CH2:20][C@@H:19]([CH3:21])[N:18]2[C@H:10]([CH2:11][C:12]3[C:17]2=[N:16][C:15](Br)=[CH:14][CH:13]=3)[CH2:9]1)=[O:7])([CH3:4])([CH3:3])[CH3:2].C([Li])(C)(C)C.[Cl:28][CH2:29][CH2:30][CH2:31][C:32](=[O:34])[CH3:33], predict the reaction product. The product is: [C:1]([O:5][C:6]([N:8]1[CH2:20][C@@H:19]([CH3:21])[N:18]2[C@H:10]([CH2:11][C:12]3[C:17]2=[N:16][C:15]([C:32]([OH:34])([CH3:33])[CH2:31][CH2:30][CH2:29][Cl:28])=[CH:14][CH:13]=3)[CH2:9]1)=[O:7])([CH3:4])([CH3:3])[CH3:2]. (4) Given the reactants [CH3:1][C:2](=[CH:4][CH2:5][CH2:6]/[C:7](=[CH:9]/[CH2:10][OH:11])/[CH3:8])[CH3:3].[C:12]1(=[O:18])OC(=O)C[CH2:13]1.N1C=CC=CC=1.[Cl:25]CCl, predict the reaction product. The product is: [Cl:25][CH2:13][C:12]([O:11][CH2:10]/[CH:9]=[C:7](\[CH3:8])/[CH2:6][CH2:5][CH:4]=[C:2]([CH3:1])[CH3:3])=[O:18]. (5) Given the reactants [F:1][C:2]([F:14])([F:13])[O:3][C:4]1[CH:12]=[CH:11][C:7]([C:8]([OH:10])=[O:9])=[CH:6][CH:5]=1.[Br:15]Br, predict the reaction product. The product is: [Br:15][C:5]1[CH:6]=[C:7]([CH:11]=[CH:12][C:4]=1[O:3][C:2]([F:13])([F:14])[F:1])[C:8]([OH:10])=[O:9]. (6) The product is: [C:5]([OH:6])(=[O:7])[CH2:4][C:3]([CH2:2][C:8]([OH:10])=[O:9])([C:18]([OH:20])=[O:19])[OH:31]. Given the reactants N[C@H:2]([C:8]([OH:10])=[O:9])[CH2:3][CH2:4][C:5](=[O:7])[OH:6].N[C@H]([C:18]([OH:20])=[O:19])CCCCN.N[C@H](C(O)=[O:31])CCCNC(=N)N, predict the reaction product.